From a dataset of Human Reference Interactome with 51,813 positive PPI pairs across 8,248 proteins, plus equal number of experimentally-validated negative pairs. Binary Classification. Given two protein amino acid sequences, predict whether they physically interact or not. (1) Protein 1 (ENSG00000111880) has sequence MAHNKIPPRWLNCPRRGQPVAGRFLPLKTMLGPRYDSQVAEENRFHPSMLSNYLKSLKVKMGLLVDLTNTSRFYDRNDIEKEGIKYIKLQCKGHGECPTTENTETFIRLCERFNERNPPELIGVHCTHGFNRTGFLICAFLVEKMDWSIEAAVATFAQARPPGIYKGDYLKELFRRYGDIEEAPPPPLLPDWCFEDDEDEDEDEDGKKESEPGSSASFGKRRKERLKLGAIFLEGVTVKGVTQVTTQPKLGEVQQKCHQFCGWEGSGFPGAQPVSMDKQNIKLLDLKPYKVSWKADGTRY.... Protein 2 (ENSG00000070950) has sequence MDSLAESRWPPGLAVMKTIDDLLRCGICFEYFNIAMIIPQCSHNYCSLCIRKFLSYKTQCPTCCVTVTEPDLKNNRILDELVKSLNFARNHLLQFALESPAKSPASSSSKNLAVKVYTPVASRQSLKQGSRLMDNFLIREMSGSTSELLIKENKSKFSPQKEASPAAKTKETRSVEEIAPDPSEAKRPEPPSTSTLKQVTKVDCPVCGVNIPESHINKHLDSCLSREEKKESLRSSVHKRKPLPKTVYNLLSDRDLKKKLKEHGLSIQGNKQQLIKRHQEFVHMYNAQCDALHPKSAAEI.... Result: 0 (the proteins do not interact). (2) Protein 1 (ENSG00000101194) has sequence MTLTSRRQDSQEARPECQAWTGTLLLGTCLLYCARSSMPICTVSMSQDFGWNKKEAGIVLSSFFWGYCLTQVVGGHLGDRIGGEKVILLSASAWGSITAVTPLLAHLSSAHLAFMTFSRILMGLLQGVYFPALTSLLSQKVRESERAFTYSIVGAGSQFGTLLTGAVGSLLLEWYGWQSIFYFSGGLTLLWVWYVYRYLLSEKDLILALGVLAQSRPVSRHNRVPWRRLFRKPAVWAAVVSQLSAACSFFILLSWLPTFFEETFPDAKGWIFNVVPWLVAIPASLFSGFLSDHLINQGYR.... Protein 2 (ENSG00000169314) has sequence MFIKVMFGAGCSVLVNTSCRLVNLTAHLRQKAGLPPDATIALLAEDGNLVSLEEDLKEGASRAQTMGNSLLKERAIYVLVRIISKRERTWPPPAMSPYWRTWMTITQSWQRNCAGCQASPLWATTGGSVWALGEAAMSKAPLQGPERALIKGMDCTL*MFIKVMFGAGCSVLVNTSCRLVNLTAHLRQKAGLPPDATIALLAEDGNLVSLEEDLKEGASRAQTMGNSLLKERAIYVLVRIIKGEDMASTRYESLLENLDDHYPELAEELRRLSGLSSVGHNWRKRMGTRRGRHEQSPTSR.... Result: 0 (the proteins do not interact). (3) Protein 1 (ENSG00000100319) has sequence MGKRYFCDYCDRSFQDNLHNRKKHLNGLQHLKAKKVWYDMFRDAAAILLDEQNKRPCRKFLLTGQCDFGSNCRFSHMSERDLQELSIQVEEERRAREWLLDAPELPEGHLEDWLEKRAKRLSSAPSSRAEPIRTTVFQYPVGWPPVQELPPSLRAPPPGGWPLQPRVQWG*. Protein 2 (ENSG00000244607) has sequence MAADESSQNTLRLQFKAMQEMQHKRLQKQMEKKREKELSLKSRADDQEEPLEVSDGLSLLHAGEPNSKNSFEKRVLEDEIEHLRNELRETVDENGRLYKLLKERDFEIKHLKKKIEEDRFAFTGTAGVAGDVVATKIVELSKKNRLLMAESEGAKTRVKQLTNRIQELERELQTALTRLSAKGATDAGAKPPRAQMGDRALLETPEVKALQDRLVATNLKMSDLRNQIQSVKQELRMAQKVLAREVGEDINVQQLLSSPGTWRGRAQQILVLQSKVQELEKQLGQARSQSAGTASDELSV.... Result: 0 (the proteins do not interact). (4) Protein 1 (ENSG00000166747) has sequence MPAPIRLRELIRTIRTARTQAEEREMIQKECAAIRSSFREEDNTYRCRNVAKLLYMHMLGYPAHFGQLECLKLIASQKFTDKRIGYLGAMLLLDERQDVHLLMTNCIKNDLNHSTQFVQGLALCTLGCMGSSEMCRDLAGEVEKLLKTSNSYLRKKAALCAVHVIRKVPELMEMFLPATKNLLNEKNHGVLHTSVVLLTEMCERSPDMLAHFRKLVPQLVRILKNLIMSGYSPEHDVSGISDPFLQVRILRLLRILGRNDDDSSEAMNDILAQVATNTETSKNVGNAILYETVLTIMDIK.... Protein 2 (ENSG00000186867) has sequence MQALNITPEQFSRLLRDHNLTREQFIALYRLRPLVYTPELPGRAKLALVLTGVLIFALALFGNALVFYVVTRSKAMRTVTNIFICSLALSDLLITFFCIPVTMLQNISDNWLGGAFICKMVPFVQSTAVVTEILTMTCIAVERHQGLVHPFKMKWQYTNRRAFTMLGVVWLVAVIVGSPMWHVQQLEIKYDFLYEKEHICCLEEWTSPVHQKIYTTFILVILFLLPLMEEETSCHYDGDSGGSLCCVLGTIPCCPYDD*MQALNITPEQFSRLLRDHNLTREQFIALYRLRPLVYTPELP.... Result: 0 (the proteins do not interact). (5) Result: 0 (the proteins do not interact). Protein 2 (ENSG00000009790) has sequence MKKVLLEMEDQKNSYEQKAKESLQKVLEEKMNAEQQLQSTQRSLALAEQKCEEWRSQYEALKEDWRTLGTQHRELESQLHVLQSKLQGADSRDLQMNQALRFLENEHQQLQAKIECLQGDRDLCSLDTQDLQDQLKRSEAEKLTLVTRVQQLQGLLQNQSLQLQEQEKLLTKKGQQIYYHKF*MISPDPRPSPGLARWAESYEAKCERRQEIRESRRCRPNVTTCRQVGKTLRIQQREQLQRARLQQFFRRRNLELEEKGKAQHPQAREQGPSRRPGQVTGTSSEVFPAQHPPPSGICRD.... Protein 1 (ENSG00000136169) has sequence MGEKNGDAKTFWMELEDDGKVDFIFEQVQNVLQSLKQKIKDGSATNKEYIQAMILVNEATIINSSTSIKDPMPVTQKEQENKSNAFPSTSCENSFPEDCTFLTTENKEILSLEDKVVDFREKDSSSNLSYQSHDCSGACLMKMPLNLKGENPLQLPIKCHFQRRHAKTNSHSSALHVSYKTPCGRSLRNVEEVFRYLLETECNFLFTDNFSFNTYVQLARNYPKQKEVVSDVDISNGVESVPISFCNEIDSRKLPQFKYRKTVWPRAYNLTNFSSMFTDSCDCSEGCIDITKCACLQLTA.... (6) Protein 1 (ENSG00000132938) has sequence MGHCCCKPYNCLQCLDKTNESALVKEKELSIELANIRDEVAFHTAKCEKLQKEKEELERRFEDEVKRLGWQQQAELQELEERLQLQFEAEMARLQEEHGDQLLSIRCQHQEQVEDLTASHDAALLEMENNHTVAITILQDDHDHKVQELMSTHELEKKELEENFEKLRLSLQDQVDTLTFQSQSLRDRARRFEEALRKNTEEQLEIALAPYQHLEEDMKSLKQVLEMKNQQIHEQEKKILELEKLAEKNIILEEKIQVLQQQNEDLKARIDQNTVVTRQLSEENANLQEYVEKETQEKKR.... Protein 2 (ENSG00000159173) has sequence MPEVERKPKITASRKLLLKSLMLAKAKECWEQEHEEREAEKVRYLAERIPTLQTRGLSLSALQDLCRELHAKVEVVDEERYDIEAKCLHNTREIKDLKLKVMDLRGKFKRPPLRRVRVSADAMLRALLGSKHKVSMDLRANLKSVKKEDTEKERPVEVGDWRKNVEAMSGMEGRKKMFDAAKSPTSQ*MLAKAKECWEQEHEEREAEKVRYLAERIPTLQTRGLSLSALQDLCRELHAKVEVVDEERYDIEAKCLHNTREIKDLKLKVMDLRGKFKRPPLRRVRVSADAMLRALLGSKHK.... Result: 1 (the proteins interact). (7) Result: 1 (the proteins interact). Protein 1 (ENSG00000118579) has sequence MAAPLGGMFSGQPPGPPQAPPGLPGQASLLQAAPGAPRPSSSTLVDELESSFEACFASLVSQDYVNGTDQEEIRTGVDQCIQKFLDIARQTECFFLQKRLQLSVQKPEQVIKEDVSELRNELQRKDALVQKHLTKLRHWQQVLEDINVQHKKPADIPQGSLAYLEQASANIPAPLKPT*PLGGMFSGQPPGPPQAPPGLPGQASLLQAAPGAPRPSSSTLVDELESSFEACFASLVSQDYVNGTDQEEIRTGVDQCIQKFLDIARQTECFFLQKRLQLSVQKPEQVIKEDVSELRNELQR.... Protein 2 (ENSG00000164758) has sequence MSTPPLAASGMAPGPFAGPQAQQAAREVNTASLCRIGQETVQDIVYRTMEIFQLLRNMQLPNGVTYHTGTYQDRLTKLQDNLRQLSVLFRKLRLVYDKCNENCGGMDPIPVEQLIPYVEEDGSKNDDRAGPPRFASEERREIAEVNKKLKQKNQQLKQIMDQLRNLIWDINAMLAMRN*MSTPPLAASGMAPGPFAGPQAQQAAREVNTASLCRIGQETVQDIVYRTMEIFQLLRNMQLPNGVTYHTGTYQDRLTKLQDNLRQLSVLFRKLRLVYDKCNENCGGMDPIPVEKLKQKNQQL.... (8) Protein 1 (ENSG00000109851) has sequence MMFPGLLAPPAGYPSLLRPTPTLTLPQSLQSAFSGHSSFLVEDLIRISRPPAYLPRSVPTASMSPPRQGAPTALTDTGASDLGSPGPGSRRGGSPPTAFSPASETTFLKFGVNAILSSGPRTETSPALLQSVPPKTFAFPYFEGSFQPFIRSSYFPASSSVVPIPGTFSWPLAARGKPRRGMLRRAVFSDVQRKALEKMFQKQKYISKPDRKKLAAKLGLKDSQVKIWFQNRRMKWRNSKERELLSSGGCREQTLPTKLNPHPDLSDVGQKGPGNEEEEEGPGSPSHRLAYHASSDPQHL.... Protein 2 (ENSG00000109193) has sequence MNSELDYYEKFEEVHGILMYKDFVKYWDNVEAFQARPDDLVIATYPKSGTTWVSEIVYMIYKEGDVEKCKEDVIFNRIPFLECRKENLMNGVKQLDEMNSPRIVKTHLPPELLPASFWEKDCKIIYLCRNAKDVAVSFYYFFLMVAGHPNPGSFPEFVEKFMQGQVPYGSWYKHVKSWWEKGKSPRVLFLFYEDLKEDIRKEVIKLIHFLERKPSEELVDRIIHHTSFQEMKNNPSTNYTTLPDEIMNQKLSPFMRKGITGDWKNHFTVALNEKFDKHYEQQMKESTLKFRTEI*. Result: 0 (the proteins do not interact). (9) Protein 1 (ENSG00000143222) has sequence MADEATRRVVSEIPVLKTNAGPRDRELWVQRLKEEYQSLIRYVENNKNADNDWFRLESNKEGTRWFGKCWYIHDLLKYEFDIEFDIPITYPTTAPEIAVPELDGKTAKMYRGGKICLTDHFKPLWARNVPKFGLAHLMALGLGPWLAVEIPDLIQKGVIQHKEKCNQ*. Protein 2 (ENSG00000186976) has sequence MCKMAIIPDWLRSHPHTRKFTHSRPHSSPCRVYSRNGSPNKFRSSSTTAVANPTLSSLDVKRILFQKITDRGDELQKAFQLLDTGQNLTVSKSELRRIITDFLMPLTREQFQDVLAQIPLSTSGTVPYLAFLSRFGGIDLYINGIKRGGGNEMNCCRTLRELEIQVGEKVFKNIKTVMKAFELIDVNKTGLVRPQELRRVLETFCMKLRDEEYEKFSKHYNIHKDTAVDYNVFLKNLSINNDLNLRYCMGNQEVSLENQQAKNSKKERLLGSASSEDIWRNYSLDEIERNFCLQLSKSYE.... Result: 0 (the proteins do not interact). (10) Protein 1 (ENSG00000135148) has sequence MAEFLDDQETRLCDNCKKEIPVFNFTIHEIHCQRNIGMCPTCKEPFPKSDMETHMAAEHCQVTCKCNKKLEKRLLKKHEETECPLRLAVCQHCDLELSILKLKEHEDYCGARTELCGNCGRNVLVKDLKTHPEVCGREGEEKRNEVAIPPNAYDESWGQDGIWIASQLLRQIEALDPPMRLPRRPLRAFESDVFHNRTTNQRNITAQVSIQNNLFEEQERQERNRGQQPPKEGGEESANLDFMLALSLQNEGQASSVAEQDFWRAVCEADQSHGGPRSLSDIKGAADEIMLPCEFCEELY.... Protein 2 (ENSG00000151092) has sequence XSGSASPAVAELCQNTPETFLEASKLLLTYADNILRNPNDEKYRSIRIGNTAFSTRLLPVRGAVECLFEMGFEEGETHLIFPKKASVEQLQKIRDLIAIERSSRLDGSNKSHKVKSSQQPAASTQLPTTPSSNPSGLNQHTRNRQGQSSDPPSASTVAADSAILEVLQSNIQHVLVYENPALQEKALACIPVQELKRKSQEKLSRARKLDKDIITLRNFWKQDVDGVASGPIVLHCAAEL*MAAAALGSSSGSASPAVAELCQNTPETFLEASKLLLTYADNILRNPNDEKYRSIRIGNT.... Result: 1 (the proteins interact).